Dataset: Reaction yield outcomes from USPTO patents with 853,638 reactions. Task: Predict the reaction yield, written as a fraction of the theoretical maximum amount of product (1.0 means a 100% yield; for example, 0.34 means a 34% yield). (1) The reactants are [F:1][C:2]1[CH:3]=[C:4]([C@@:12]([NH:27][C:28]([NH2:30])=[S:29])([C:20]2[CH:25]=[CH:24][C:23]([F:26])=[CH:22][CH:21]=2)[CH2:13][C:14]2[CH:19]=[CH:18][CH:17]=[CH:16][CH:15]=2)[CH:5]=[C:6]([C:8]([F:11])([F:10])[F:9])[CH:7]=1.Br[CH:32]([CH3:36])[C:33](=O)[CH3:34]. The catalyst is C(O)C. The product is [F:1][C:2]1[CH:3]=[C:4]([C@@:12]([NH:27][C:28]2[S:29][C:32]([CH3:36])=[C:33]([CH3:34])[N:30]=2)([C:20]2[CH:21]=[CH:22][C:23]([F:26])=[CH:24][CH:25]=2)[CH2:13][C:14]2[CH:19]=[CH:18][CH:17]=[CH:16][CH:15]=2)[CH:5]=[C:6]([C:8]([F:11])([F:9])[F:10])[CH:7]=1. The yield is 0.990. (2) The reactants are C(NC(C)C)(C)C.C([Li])CCC.[CH3:13][O:14][C:15]1[C:16]([CH3:21])=[N:17][CH:18]=[CH:19][CH:20]=1.[C:22](=O)([O:26]CC)[O:23][CH2:24][CH3:25]. The catalyst is C1COCC1. The product is [CH3:13][O:14][C:15]1[C:16]([CH2:21][C:22]([O:23][CH2:24][CH3:25])=[O:26])=[N:17][CH:18]=[CH:19][CH:20]=1. The yield is 0.810.